Dataset: NCI-60 drug combinations with 297,098 pairs across 59 cell lines. Task: Regression. Given two drug SMILES strings and cell line genomic features, predict the synergy score measuring deviation from expected non-interaction effect. (1) Drug 1: COC1=CC(=CC(=C1O)OC)C2C3C(COC3=O)C(C4=CC5=C(C=C24)OCO5)OC6C(C(C7C(O6)COC(O7)C8=CC=CS8)O)O. Drug 2: C1CC(=O)NC(=O)C1N2C(=O)C3=CC=CC=C3C2=O. Cell line: NCI-H522. Synergy scores: CSS=30.0, Synergy_ZIP=-0.154, Synergy_Bliss=1.14, Synergy_Loewe=-31.8, Synergy_HSA=0.592. (2) Cell line: A549. Drug 2: C1=NC2=C(N1)C(=S)N=CN2. Synergy scores: CSS=25.0, Synergy_ZIP=-7.83, Synergy_Bliss=-3.28, Synergy_Loewe=-7.32, Synergy_HSA=-2.33. Drug 1: C1=CN(C=N1)CC(O)(P(=O)(O)O)P(=O)(O)O. (3) Drug 1: CN1C(=O)N2C=NC(=C2N=N1)C(=O)N. Drug 2: B(C(CC(C)C)NC(=O)C(CC1=CC=CC=C1)NC(=O)C2=NC=CN=C2)(O)O. Cell line: OVCAR3. Synergy scores: CSS=49.4, Synergy_ZIP=1.09, Synergy_Bliss=-0.754, Synergy_Loewe=-50.6, Synergy_HSA=-2.99. (4) Drug 1: CN1CCC(CC1)COC2=C(C=C3C(=C2)N=CN=C3NC4=C(C=C(C=C4)Br)F)OC. Drug 2: C1=NC2=C(N1)C(=S)N=CN2. Cell line: RPMI-8226. Synergy scores: CSS=-8.08, Synergy_ZIP=-13.2, Synergy_Bliss=-33.6, Synergy_Loewe=-60.9, Synergy_HSA=-37.2. (5) Drug 1: C1CCN(CC1)CCOC2=CC=C(C=C2)C(=O)C3=C(SC4=C3C=CC(=C4)O)C5=CC=C(C=C5)O. Drug 2: CNC(=O)C1=CC=CC=C1SC2=CC3=C(C=C2)C(=NN3)C=CC4=CC=CC=N4. Cell line: OVCAR-5. Synergy scores: CSS=2.21, Synergy_ZIP=1.29, Synergy_Bliss=4.03, Synergy_Loewe=1.67, Synergy_HSA=1.79. (6) Drug 1: CC1OCC2C(O1)C(C(C(O2)OC3C4COC(=O)C4C(C5=CC6=C(C=C35)OCO6)C7=CC(=C(C(=C7)OC)O)OC)O)O. Drug 2: CCN(CC)CCNC(=O)C1=C(NC(=C1C)C=C2C3=C(C=CC(=C3)F)NC2=O)C. Cell line: OVCAR-5. Synergy scores: CSS=14.2, Synergy_ZIP=-0.657, Synergy_Bliss=2.58, Synergy_Loewe=-0.708, Synergy_HSA=-0.907. (7) Drug 1: CC12CCC3C(C1CCC2=O)CC(=C)C4=CC(=O)C=CC34C. Drug 2: C1=NC2=C(N=C(N=C2N1C3C(C(C(O3)CO)O)O)F)N. Cell line: SN12C. Synergy scores: CSS=23.4, Synergy_ZIP=-4.31, Synergy_Bliss=0.784, Synergy_Loewe=-3.22, Synergy_HSA=0.980.